Dataset: Forward reaction prediction with 1.9M reactions from USPTO patents (1976-2016). Task: Predict the product of the given reaction. Given the reactants [NH:1]1[CH2:4][CH:3]([N:5]2[CH2:10][CH2:9][N:8]([C:11]3[N:16]=[CH:15][CH:14]=[CH:13][N:12]=3)[CH2:7][CH2:6]2)[CH2:2]1.CN(C(ON1N=NC2C=CC=NC1=2)=[N+](C)C)C.F[P-](F)(F)(F)(F)F.CCN(C(C)C)C(C)C.[C:50]1([C:59]2[CH:64]=[CH:63][CH:62]=[CH:61][CH:60]=2)[CH:55]=[CH:54][C:53]([C:56](O)=[O:57])=[CH:52][CH:51]=1, predict the reaction product. The product is: [C:50]1([C:59]2[CH:60]=[CH:61][CH:62]=[CH:63][CH:64]=2)[CH:51]=[CH:52][C:53]([C:56]([N:1]2[CH2:4][CH:3]([N:5]3[CH2:6][CH2:7][N:8]([C:11]4[N:12]=[CH:13][CH:14]=[CH:15][N:16]=4)[CH2:9][CH2:10]3)[CH2:2]2)=[O:57])=[CH:54][CH:55]=1.